Predict which catalyst facilitates the given reaction. From a dataset of Catalyst prediction with 721,799 reactions and 888 catalyst types from USPTO. Reactant: [C:1]12([C:11]3[CH:30]=[CH:29][C:14]([O:15][CH2:16][C:17]4[O:18][C:19]5[CH:25]=[CH:24][C:23]([C:26]([OH:28])=O)=[CH:22][C:20]=5[N:21]=4)=[CH:13][CH:12]=3)[CH2:10][CH:5]3[CH2:6][CH:7]([CH2:9][CH:3]([CH2:4]3)[CH2:2]1)[CH2:8]2.[Cl-].[NH4+].C[N:34](C(ON1N=NC2C=CC=CC1=2)=[N+](C)C)C.F[P-](F)(F)(F)(F)F.CCN(C(C)C)C(C)C. Product: [C:1]12([C:11]3[CH:12]=[CH:13][C:14]([O:15][CH2:16][C:17]4[O:18][C:19]5[CH:25]=[CH:24][C:23]([C:26]([NH2:34])=[O:28])=[CH:22][C:20]=5[N:21]=4)=[CH:29][CH:30]=3)[CH2:2][CH:3]3[CH2:4][CH:5]([CH2:6][CH:7]([CH2:9]3)[CH2:8]1)[CH2:10]2. The catalyst class is: 3.